This data is from Full USPTO retrosynthesis dataset with 1.9M reactions from patents (1976-2016). The task is: Predict the reactants needed to synthesize the given product. (1) Given the product [Br:1][C:26]1[C:27]([C:36]([F:39])([F:38])[F:37])=[N:28][N:29]([CH2:30][C:31]([O:33][CH2:34][CH3:35])=[O:32])[C:25]=1[C:22]1[CH:23]=[CH:24][C:19]([C:15]2[CH:16]=[CH:17][CH:18]=[C:13]([S:10]([CH3:9])(=[O:11])=[O:12])[CH:14]=2)=[CH:20][CH:21]=1, predict the reactants needed to synthesize it. The reactants are: [Br:1]N1C(=O)CCC1=O.[CH3:9][S:10]([C:13]1[CH:14]=[C:15]([C:19]2[CH:24]=[CH:23][C:22]([C:25]3[N:29]([CH2:30][C:31]([O:33][CH2:34][CH3:35])=[O:32])[N:28]=[C:27]([C:36]([F:39])([F:38])[F:37])[CH:26]=3)=[CH:21][CH:20]=2)[CH:16]=[CH:17][CH:18]=1)(=[O:12])=[O:11]. (2) The reactants are: [Cl:1][C:2]1[C:3]([O:12][C:13]2[CH:18]=[C:17]([O:19]COC)[CH:16]=[CH:15][C:14]=2/[CH:23]=[CH:24]/[C:25]([O:27][CH2:28][CH3:29])=[O:26])=[N:4][CH:5]=[C:6]([C:8]([F:11])([F:10])[F:9])[CH:7]=1.Cl.[OH-].[Na+]. Given the product [Cl:1][C:2]1[C:3]([O:12][C:13]2[CH:18]=[C:17]([OH:19])[CH:16]=[CH:15][C:14]=2/[CH:23]=[CH:24]/[C:25]([O:27][CH2:28][CH3:29])=[O:26])=[N:4][CH:5]=[C:6]([C:8]([F:10])([F:9])[F:11])[CH:7]=1, predict the reactants needed to synthesize it. (3) Given the product [F:35][C:34]([F:36])([F:37])[C:31]1[CH:30]=[CH:29][C:28]([C:24]2[CH:25]=[CH:26][CH:27]=[C:22]([CH2:21][O:20][C:17]3[CH:18]=[CH:19][C:14]([CH:8]([C:9]([N:11]([CH3:13])[CH3:12])=[O:10])[CH2:7][C:6]([OH:38])=[O:5])=[CH:15][CH:16]=3)[CH:23]=2)=[CH:33][CH:32]=1, predict the reactants needed to synthesize it. The reactants are: C([O:5][C:6](=[O:38])[CH2:7][CH:8]([C:14]1[CH:19]=[CH:18][C:17]([O:20][CH2:21][C:22]2[CH:23]=[C:24]([C:28]3[CH:33]=[CH:32][C:31]([C:34]([F:37])([F:36])[F:35])=[CH:30][CH:29]=3)[CH:25]=[CH:26][CH:27]=2)=[CH:16][CH:15]=1)[C:9]([N:11]([CH3:13])[CH3:12])=[O:10])(C)(C)C.